This data is from Reaction yield outcomes from USPTO patents with 853,638 reactions. The task is: Predict the reaction yield, written as a fraction of the theoretical maximum amount of product (1.0 means a 100% yield; for example, 0.34 means a 34% yield). (1) The reactants are [Cl:1][CH2:2][CH2:3][CH2:4][CH2:5][N:6]1[C:10]2[CH:11]=[C:12]([C:25]([OH:27])=O)[C:13]([NH:16][C:17]3[CH:22]=[CH:21][C:20]([I:23])=[CH:19][C:18]=3[Cl:24])=[C:14]([F:15])[C:9]=2[N:8]=[CH:7]1.C(N(CC)CC)C.C1C=CC2N(O)N=NC=2C=1.[CH:45]([O:47][CH2:48][CH2:49][O:50][NH2:51])=[CH2:46].CCN=C=NCCCN(C)C. The catalyst is CN(C=O)C.C(OCC)(=O)C.C1COCC1. The product is [CH:45]([O:47][CH2:48][CH2:49][O:50][NH:51][C:25]([C:12]1[C:13]([NH:16][C:17]2[CH:22]=[CH:21][C:20]([I:23])=[CH:19][C:18]=2[Cl:24])=[C:14]([F:15])[C:9]2[N:8]=[CH:7][N:6]([CH2:5][CH2:4][CH2:3][CH2:2][Cl:1])[C:10]=2[CH:11]=1)=[O:27])=[CH2:46]. The yield is 0.980. (2) The reactants are [N:1]1([CH2:7][CH2:8][O:9][C:10]2[CH:15]=[CH:14][C:13]([NH2:16])=[CH:12][CH:11]=2)[CH2:6][CH2:5][CH2:4][CH2:3][CH2:2]1.[F:17][C:18]1[CH:19]=[C:20]2[C:24](=[CH:25][CH:26]=1)[NH:23][C:22](=[O:27])[C:21]2=[CH:28]O. No catalyst specified. The product is [F:17][C:18]1[CH:19]=[C:20]2[C:24](=[CH:25][CH:26]=1)[NH:23][C:22](=[O:27])[C:21]2=[CH:28][NH:16][C:13]1[CH:12]=[CH:11][C:10]([O:9][CH2:8][CH2:7][N:1]2[CH2:2][CH2:3][CH2:4][CH2:5][CH2:6]2)=[CH:15][CH:14]=1. The yield is 0.740. (3) The reactants are [CH3:1][C:2]1[O:6][N:5]=[C:4]([C:7]2[CH:12]=[CH:11][CH:10]=[CH:9][CH:8]=2)[C:3]=1[CH2:13][O:14][C:15]1[CH:23]=[CH:22][C:18]([C:19]([OH:21])=O)=[CH:17][N:16]=1.[CH:24]1([NH2:29])[CH2:28][CH2:27][CH2:26][CH2:25]1. No catalyst specified. The product is [CH:24]1([NH:29][C:19](=[O:21])[C:18]2[CH:22]=[CH:23][C:15]([O:14][CH2:13][C:3]3[C:4]([C:7]4[CH:8]=[CH:9][CH:10]=[CH:11][CH:12]=4)=[N:5][O:6][C:2]=3[CH3:1])=[N:16][CH:17]=2)[CH2:28][CH2:27][CH2:26][CH2:25]1. The yield is 0.810. (4) The reactants are [CH2:1]([OH:8])[C:2]1[CH:7]=[CH:6][CH:5]=[CH:4][CH:3]=1.Cl[S:10]([N:13]=[C:14]=[O:15])(=[O:12])=[O:11].[CH:16]([O:19][CH2:20][CH2:21][NH2:22])([CH3:18])[CH3:17].Cl. The catalyst is ClCCl.C(OCC)(=O)C.N1C=CC=CC=1. The product is [CH:16]([O:19][CH2:20][CH2:21][NH:22][S:10]([NH:13][C:14](=[O:15])[O:8][CH2:1][C:2]1[CH:7]=[CH:6][CH:5]=[CH:4][CH:3]=1)(=[O:12])=[O:11])([CH3:18])[CH3:17]. The yield is 0.890. (5) The reactants are Br[C:2]1[C:3]([C:17]2[CH:18]=[C:19]3[C:23](=[CH:24][CH:25]=2)[N:22]([CH3:26])[CH:21]=[CH:20]3)=[N:4][C:5]([F:16])=[C:6]([C:14]=1[F:15])[C:7]([O:9][C:10]([CH3:13])([CH3:12])[CH3:11])=[O:8].[CH:27]([B-](F)(F)F)=[CH2:28].[K+].COC1C=CC=C(OC)C=1C1C=CC=CC=1P(C1CCCCC1)C1CCCCC1.C([O-])([O-])=O.[K+].[K+]. The catalyst is CC([O-])=O.CC([O-])=O.[Pd+2].O1CCOCC1. The product is [F:16][C:5]1[N:4]=[C:3]([C:17]2[CH:18]=[C:19]3[C:23](=[CH:24][CH:25]=2)[N:22]([CH3:26])[CH:21]=[CH:20]3)[C:2]([CH:27]=[CH2:28])=[C:14]([F:15])[C:6]=1[C:7]([O:9][C:10]([CH3:13])([CH3:12])[CH3:11])=[O:8]. The yield is 0.640. (6) The reactants are [N:1]([CH2:4][CH:5]([C:10]1[CH:15]=[CH:14][C:13]([NH:16][C:17]([C:19]2[N:20]([CH2:26][O:27][CH2:28][CH2:29][Si:30]([CH3:33])([CH3:32])[CH3:31])[CH:21]=[C:22]([C:24]#[N:25])[N:23]=2)=[O:18])=[C:12]([C:34]2[CH2:39][CH2:38][CH2:37][CH2:36][CH:35]=2)[CH:11]=1)[CH2:6][N:7]=[N+]=[N-])=[N+]=[N-].O.CO.[NH4+].[Cl-]. The catalyst is C1COCC1.[Zn]. The product is [NH2:7][CH2:6][CH:5]([C:10]1[CH:15]=[CH:14][C:13]([NH:16][C:17]([C:19]2[N:20]([CH2:26][O:27][CH2:28][CH2:29][Si:30]([CH3:33])([CH3:31])[CH3:32])[CH:21]=[C:22]([C:24]#[N:25])[N:23]=2)=[O:18])=[C:12]([C:34]2[CH2:39][CH2:38][CH2:37][CH2:36][CH:35]=2)[CH:11]=1)[CH2:4][NH2:1]. The yield is 0.420. (7) The reactants are [NH2:1][C:2]1[CH:9]=[CH:8][C:5]([C:6]#[N:7])=[CH:4][CH:3]=1.[CH3:10][O:11][C:12](=[O:24])[C:13]1[CH:18]=[CH:17][CH:16]=[C:15]([O:19][CH2:20][C:21](O)=[O:22])[CH:14]=1.P(Cl)(Cl)(Cl)=O. The catalyst is N1C=CC=CC=1.O. The product is [CH3:10][O:11][C:12](=[O:24])[C:13]1[CH:18]=[CH:17][CH:16]=[C:15]([O:19][CH2:20][C:21](=[O:22])[NH:1][C:2]2[CH:9]=[CH:8][C:5]([C:6]#[N:7])=[CH:4][CH:3]=2)[CH:14]=1. The yield is 0.810.